This data is from Peptide-MHC class II binding affinity with 134,281 pairs from IEDB. The task is: Regression. Given a peptide amino acid sequence and an MHC pseudo amino acid sequence, predict their binding affinity value. This is MHC class II binding data. (1) The peptide sequence is TRSVETDKGPLDKEA. The MHC is HLA-DQA10501-DQB10303 with pseudo-sequence HLA-DQA10501-DQB10303. The binding affinity (normalized) is 0. (2) The peptide sequence is HSLLRTQRLHKFLVC. The MHC is HLA-DQA10102-DQB10602 with pseudo-sequence HLA-DQA10102-DQB10602. The binding affinity (normalized) is 0.428. (3) The peptide sequence is PGKYTAYEGQRVVFIQ. The MHC is DRB1_1101 with pseudo-sequence DRB1_1101. The binding affinity (normalized) is 0.407. (4) The peptide sequence is QDEKDYIDAYVSR. The MHC is DRB5_0101 with pseudo-sequence DRB5_0101. The binding affinity (normalized) is 0.0355. (5) The peptide sequence is PGLPLIIPDGYKLID. The MHC is DRB1_0101 with pseudo-sequence DRB1_0101. The binding affinity (normalized) is 0.382. (6) The peptide sequence is IYECKGVTVKDVTIT. The MHC is DRB1_1302 with pseudo-sequence DRB1_1302. The binding affinity (normalized) is 0.209. (7) The peptide sequence is DPMVQIPRLVANNTR. The MHC is DRB5_0101 with pseudo-sequence DRB5_0101. The binding affinity (normalized) is 0.192.